Dataset: Full USPTO retrosynthesis dataset with 1.9M reactions from patents (1976-2016). Task: Predict the reactants needed to synthesize the given product. (1) Given the product [CH3:27][C:22]1[CH:23]=[CH:24][CH:25]=[CH:26][C:21]=1[C:20]([NH:19][C:16]1[CH:17]=[CH:18][C:13]([C:12]([N:11]2[C:5]3[CH:4]=[CH:3][C:2]([Cl:1])=[CH:32][C:6]=3[CH:7]([OH:31])[CH2:8][CH2:9][CH2:10]2)=[O:30])=[C:14]([CH3:29])[CH:15]=1)=[O:28], predict the reactants needed to synthesize it. The reactants are: [Cl:1][C:2]1[CH:3]=[CH:4][C:5]2[N:11]([C:12](=[O:30])[C:13]3[CH:18]=[CH:17][C:16]([NH:19][C:20](=[O:28])[C:21]4[CH:26]=[CH:25][CH:24]=[CH:23][C:22]=4[CH3:27])=[CH:15][C:14]=3[CH3:29])[CH2:10][CH2:9][CH2:8][C:7](=[O:31])[C:6]=2[CH:32]=1. (2) Given the product [CH:30]1([NH:35][C:19]([C:8]2[C:9]3[C:13]([CH3:15])([CH3:14])[O:12][C:11]([CH3:17])([CH3:16])[C:10]=3[S:18][C:7]=2[NH:6][C:4](=[O:5])[C:3]2[C:22]([C:26]([F:29])([F:28])[F:27])=[CH:23][CH:24]=[CH:25][C:2]=2[F:1])=[O:21])[CH2:34][CH2:33][CH2:32][CH2:31]1, predict the reactants needed to synthesize it. The reactants are: [F:1][C:2]1[CH:25]=[CH:24][CH:23]=[C:22]([C:26]([F:29])([F:28])[F:27])[C:3]=1[C:4]([NH:6][C:7]1[S:18][C:10]2[C:11]([CH3:17])([CH3:16])[O:12][C:13]([CH3:15])([CH3:14])[C:9]=2[C:8]=1[C:19]([OH:21])=O)=[O:5].[CH:30]1([NH2:35])[CH2:34][CH2:33][CH2:32][CH2:31]1. (3) Given the product [Cl:12][C:13]1[N:18]=[C:8]([CH2:7][C:6]([O:5][CH2:3][CH3:4])=[O:11])[CH:10]=[C:15]([CH2:20][O:21][CH2:22][C:23]([F:24])([F:26])[F:25])[N:14]=1, predict the reactants needed to synthesize it. The reactants are: [H-].[Na+].[CH2:3]([O:5][C:6](=[O:11])[CH2:7][C:8]([CH3:10])=O)[CH3:4].[Cl:12][C:13]1[N:18]=C(Cl)C=[C:15]([CH2:20][O:21][CH2:22][C:23]([F:26])([F:25])[F:24])[N:14]=1.[Cl-].[NH4+]. (4) Given the product [Si:4]([O:11][CH2:12][CH2:13][C:14]1[CH:21]=[CH:20][CH:19]=[CH:18][C:15]=1[C:16]([NH:2][OH:3])=[NH:17])([C:7]([CH3:9])([CH3:10])[CH3:8])([CH3:6])[CH3:5], predict the reactants needed to synthesize it. The reactants are: Cl.[NH2:2][OH:3].[Si:4]([O:11][CH2:12][CH2:13][C:14]1[CH:21]=[CH:20][CH:19]=[CH:18][C:15]=1[C:16]#[N:17])([C:7]([CH3:10])([CH3:9])[CH3:8])([CH3:6])[CH3:5].C([O-])(O)=O.[Na+]. (5) Given the product [N:1]1([C:7]2[CH:14]=[C:13]([C:15]([F:18])([F:17])[F:16])[CH:12]=[CH:11][C:23]=2[C:22]([OH:25])=[O:19])[CH2:6][CH2:5][CH2:4][CH2:3][CH2:2]1, predict the reactants needed to synthesize it. The reactants are: [N:1]1([C:7]2[CH:14]=[C:13]([C:15]([F:18])([F:17])[F:16])[CH:12]=[CH:11]C=2C#N)[CH2:6][CH2:5][CH2:4][CH2:3][CH2:2]1.[OH-:19].[Na+].Cl.[CH2:22]([OH:25])[CH2:23]O. (6) Given the product [CH3:1][C:2]1([CH3:9])[S:7][CH2:6][CH2:5][N:4]([C:14]([O:16][C:17]([CH3:20])([CH3:19])[CH3:18])=[O:15])[CH2:3]1, predict the reactants needed to synthesize it. The reactants are: [CH3:1][C:2]1([CH3:9])[S:7][CH2:6][CH2:5][NH:4][C:3]1=O.B.CSC.[C:14](O[C:14]([O:16][C:17]([CH3:20])([CH3:19])[CH3:18])=[O:15])([O:16][C:17]([CH3:20])([CH3:19])[CH3:18])=[O:15].